This data is from Forward reaction prediction with 1.9M reactions from USPTO patents (1976-2016). The task is: Predict the product of the given reaction. (1) Given the reactants [NH2:1][C:2]1[CH:3]=[C:4]([CH:7]=[C:8]([CH:11]=[CH2:12])[C:9]=1[Cl:10])[C:5]#[N:6].Cl[C:14]1[N:19]=[C:18]([N:20]([CH:30]2[CH2:32][CH2:31]2)[CH2:21][C:22]2[CH:27]=[CH:26][C:25]([O:28][CH3:29])=[CH:24][CH:23]=2)[C:17]2=[N:33][CH:34]=[C:35]([C:36]#[N:37])[N:16]2[N:15]=1.C([O-])([O-])=O.[Cs+].[Cs+].C1(P(C2C=CC=CC=2)C2C3OC4C(=CC=CC=4P(C4C=CC=CC=4)C4C=CC=CC=4)C(C)(C)C=3C=CC=2)C=CC=CC=1, predict the reaction product. The product is: [Cl:10][C:9]1[C:8]([CH:11]=[CH2:12])=[CH:7][C:4]([C:5]#[N:6])=[CH:3][C:2]=1[NH:1][C:14]1[N:19]=[C:18]([N:20]([CH:30]2[CH2:32][CH2:31]2)[CH2:21][C:22]2[CH:27]=[CH:26][C:25]([O:28][CH3:29])=[CH:24][CH:23]=2)[C:17]2=[N:33][CH:34]=[C:35]([C:36]#[N:37])[N:16]2[N:15]=1. (2) The product is: [CH3:33][C:2]1([CH3:1])[C:6]2[C:7]([O:11][C:12]3[N:17]=[CH:16][C:15]([NH:18][C:19]([C:21]4([NH:25][C:26](=[O:32])[O:27][C:28]([CH3:29])([CH3:31])[CH3:30])[CH2:22][CH2:24]4)=[O:20])=[CH:14][CH:13]=3)=[CH:8][CH:9]=[CH:10][C:5]=2[O:4][CH2:3]1. Given the reactants [CH3:1][C:2]1([CH3:33])[C:6]2[C:7]([O:11][C:12]3[N:17]=[CH:16][C:15]([NH:18][C:19]([C:21]4([NH:25][C:26](=[O:32])[O:27][C:28]([CH3:31])([CH3:30])[CH3:29])[CH2:24]C[CH2:22]4)=[O:20])=[CH:14][CH:13]=3)=[CH:8][CH:9]=[CH:10][C:5]=2[O:4][CH2:3]1.CC(OC(NC1(C(O)=O)CCC1)=O)(C)C.CC(OC(NC1(C(O)=O)CC1)=O)(C)C, predict the reaction product. (3) Given the reactants [F:1][C:2]1[C:3]([C:9](OC)=[O:10])=[N:4][CH:5]=[C:6]([F:8])[CH:7]=1.[BH4-].[Li+], predict the reaction product. The product is: [F:1][C:2]1[C:3]([CH2:9][OH:10])=[N:4][CH:5]=[C:6]([F:8])[CH:7]=1. (4) Given the reactants [Cl:1][CH2:2][CH2:3][O:4][CH2:5][C:6]1[NH:11][C:10](=[O:12])[NH:9][CH:8]([C:13]2[CH:18]=[CH:17][CH:16]=[C:15]([Cl:19])[CH:14]=2)[C:7]=1[C:20]([OH:22])=O.[C:23]1([CH:29]([C:33]2[CH:38]=[CH:37][CH:36]=[CH:35][CH:34]=2)[CH2:30][CH2:31][NH2:32])[CH:28]=[CH:27][CH:26]=[CH:25][CH:24]=1.CCN=C=NCCCN(C)C.Cl, predict the reaction product. The product is: [C:33]1([CH:29]([C:23]2[CH:24]=[CH:25][CH:26]=[CH:27][CH:28]=2)[CH2:30][CH2:31][NH:32][C:20]([C:7]2[CH:8]([C:13]3[CH:18]=[CH:17][CH:16]=[C:15]([Cl:19])[CH:14]=3)[NH:9][C:10](=[O:12])[NH:11][C:6]=2[CH2:5][O:4][CH2:3][CH2:2][Cl:1])=[O:22])[CH:34]=[CH:35][CH:36]=[CH:37][CH:38]=1. (5) Given the reactants C[O:2][C:3]([C:5]1[C:6]([C:14]2[CH:19]=[CH:18][CH:17]=[CH:16][C:15]=2[N+:20]([O-:22])=[O:21])=[CH:7][CH:8]=[C:9]([C:11](=[S:13])[NH2:12])[CH:10]=1)=[O:4].[F:23][CH:24]([F:36])[O:25][C:26]1[CH:35]=[CH:34][C:29]([C:30](=O)[CH2:31]Br)=[CH:28][CH:27]=1, predict the reaction product. The product is: [F:23][CH:24]([F:36])[O:25][C:26]1[CH:35]=[CH:34][C:29]([C:30]2[N:12]=[C:11]([C:9]3[CH:10]=[C:5]([C:3]([OH:2])=[O:4])[C:6]([C:14]4[CH:19]=[CH:18][CH:17]=[CH:16][C:15]=4[N+:20]([O-:22])=[O:21])=[CH:7][CH:8]=3)[S:13][CH:31]=2)=[CH:28][CH:27]=1. (6) Given the reactants [CH2:1]([O:3][C:4](=[O:18])[C:5]1[CH:10]=[C:9]([C:11]#[N:12])[C:8](Cl)=[N:7][C:6]=1[CH2:14][CH2:15][O:16][CH3:17])[CH3:2].[CH2:19]([S:26]([NH:29][C:30]([CH:32]1[CH2:37][CH2:36][NH:35][CH2:34][CH2:33]1)=[O:31])(=[O:28])=[O:27])[C:20]1[CH:25]=[CH:24][CH:23]=[CH:22][CH:21]=1.CCN(C(C)C)C(C)C, predict the reaction product. The product is: [CH2:1]([O:3][C:4](=[O:18])[C:5]1[CH:10]=[C:9]([C:11]#[N:12])[C:8]([N:35]2[CH2:36][CH2:37][CH:32]([C:30](=[O:31])[NH:29][S:26]([CH2:19][C:20]3[CH:25]=[CH:24][CH:23]=[CH:22][CH:21]=3)(=[O:28])=[O:27])[CH2:33][CH2:34]2)=[N:7][C:6]=1[CH2:14][CH2:15][O:16][CH3:17])[CH3:2]. (7) Given the reactants [Br:1][C:2]1[C:11]([CH:12]([CH3:14])[CH3:13])=[CH:10][C:9]2[C:4](=[CH:5][CH:6]=[C:7]([O:15][CH3:16])[CH:8]=2)[C:3]=1[OH:17].C(N(C(C)C)CC)(C)C.[CH3:27][O:28][CH2:29]Cl, predict the reaction product. The product is: [C:3]1(=[O:17])[C:4]2[C:9](=[CH:8][CH:7]=[CH:6][CH:5]=2)[CH2:10][CH2:11][CH2:2]1.[Br:1][C:2]1[C:11]([CH:12]([CH3:13])[CH3:14])=[CH:10][C:9]2[C:4](=[CH:5][CH:6]=[C:7]([O:15][CH3:16])[CH:8]=2)[C:3]=1[O:17][CH2:27][O:28][CH3:29]. (8) Given the reactants F[C:2]1[C:3]([CH3:22])=[N:4][C:5]2[C:10]([N:11]=1)=[C:9]([C:12]1[NH:20][C:19]3[CH2:18][CH2:17][NH:16][C:15](=[O:21])[C:14]=3[CH:13]=1)[CH:8]=[CH:7][CH:6]=2.[CH3:23][N:24]1[CH2:27][CH:26]([NH2:28])[CH2:25]1, predict the reaction product. The product is: [CH3:22][C:3]1[C:2]([NH:28][CH:26]2[CH2:27][N:24]([CH3:23])[CH2:25]2)=[N:11][C:10]2[C:5](=[CH:6][CH:7]=[CH:8][C:9]=2[C:12]2[NH:20][C:19]3[CH2:18][CH2:17][NH:16][C:15](=[O:21])[C:14]=3[CH:13]=2)[N:4]=1. (9) Given the reactants Cl[C:2]1[N:7]=[CH:6][N:5]=[C:4]([NH:8][C:9]2[CH:14]=[CH:13][CH:12]=[C:11]([CH2:15][N:16]3[C:20]4[CH:21]=[CH:22][CH:23]=[CH:24][C:19]=4[N:18]=[C:17]3[CH2:25][N:26]3[CH2:31][CH2:30][O:29][CH2:28][CH2:27]3)[CH:10]=2)[CH:3]=1.[CH3:32][O:33][C:34]1[CH:39]=[CH:38][CH:37]=[CH:36][C:35]=1B(O)O.C([O-])([O-])=O.[Na+].[Na+].O, predict the reaction product. The product is: [CH3:32][O:33][C:34]1[CH:39]=[CH:38][CH:37]=[CH:36][C:35]=1[C:2]1[N:7]=[CH:6][N:5]=[C:4]([NH:8][C:9]2[CH:14]=[CH:13][CH:12]=[C:11]([CH2:15][N:16]3[C:20]4[CH:21]=[CH:22][CH:23]=[CH:24][C:19]=4[N:18]=[C:17]3[CH2:25][N:26]3[CH2:27][CH2:28][O:29][CH2:30][CH2:31]3)[CH:10]=2)[CH:3]=1. (10) Given the reactants [CH:1]([C:3]1[CH:8]=[CH:7][N:6]2[C:9]([C:12]3[CH:21]=[CH:20][C:19]4[C:14](=[C:15]([N:22]5[CH2:27][CH2:26][CH:25]([CH2:28][NH:29][C:30](=[O:36])[O:31][C:32]([CH3:35])([CH3:34])[CH3:33])[CH2:24][CH2:23]5)[CH:16]=[CH:17][CH:18]=4)[N:13]=3)=[N:10][N:11]=[C:5]2[CH:4]=1)=[O:2].N.[BH-](OC(C)=O)(OC(C)=O)OC(C)=O.[Na+], predict the reaction product. The product is: [C:32]([O:31][C:30](=[O:36])[NH:29][CH2:28][CH:25]1[CH2:24][CH2:23][N:22]([C:15]2[CH:16]=[CH:17][CH:18]=[C:19]3[C:14]=2[N:13]=[C:12]([C:9]2[N:6]4[CH:7]=[CH:8][C:3]([CH2:1][OH:2])=[CH:4][C:5]4=[N:11][N:10]=2)[CH:21]=[CH:20]3)[CH2:27][CH2:26]1)([CH3:35])([CH3:33])[CH3:34].